This data is from Forward reaction prediction with 1.9M reactions from USPTO patents (1976-2016). The task is: Predict the product of the given reaction. Given the reactants [F:1][C:2]1[C:3]([O:10]C)=[C:4]([OH:9])[CH:5]=[C:6]([F:8])[CH:7]=1.B(Br)(Br)Br, predict the reaction product. The product is: [F:1][C:2]1[CH:7]=[C:6]([F:8])[CH:5]=[C:4]([OH:9])[C:3]=1[OH:10].